From a dataset of Reaction yield outcomes from USPTO patents with 853,638 reactions. Predict the reaction yield, written as a fraction of the theoretical maximum amount of product (1.0 means a 100% yield; for example, 0.34 means a 34% yield). (1) The reactants are [O:1]1[CH:5]=[C:4]([C:6]([OH:8])=O)[N:3]=[CH:2]1.CN(C(ON1N=NC2C=CC=CC1=2)=[N+](C)C)C.F[P-](F)(F)(F)(F)F.C(N(CC)C(C)C)(C)C.Cl.Cl.[CH3:44][O:45][C:46]1[N:51]=[CH:50][C:49]([N:52]2[CH2:67][CH2:66][C:55]3[N:56]=[CH:57][N:58]=[C:59]([O:60][C@H:61]4[CH2:65][CH2:64][NH:63][CH2:62]4)[C:54]=3[CH2:53]2)=[CH:48][C:47]=1[C:68]([F:71])([F:70])[F:69]. The catalyst is CN(C=O)C. The product is [CH3:44][O:45][C:46]1[N:51]=[CH:50][C:49]([N:52]2[CH2:67][CH2:66][C:55]3[N:56]=[CH:57][N:58]=[C:59]([O:60][C@H:61]4[CH2:65][CH2:64][N:63]([C:6]([C:4]5[N:3]=[CH:2][O:1][CH:5]=5)=[O:8])[CH2:62]4)[C:54]=3[CH2:53]2)=[CH:48][C:47]=1[C:68]([F:71])([F:69])[F:70]. The yield is 0.360. (2) The reactants are C(O[C:6](=O)[NH:7][CH2:8][CH:9]([C:11]1[CH:16]=[CH:15][C:14]([F:17])=[CH:13][CH:12]=1)[OH:10])(C)(C)C.Cl[CH2:20]Cl. The catalyst is FC(F)(F)C(O)=O. The product is [F:17][C:14]1[CH:15]=[CH:16][C:11]([CH:9]2[O:10][CH2:20][CH2:6][NH:7][CH2:8]2)=[CH:12][CH:13]=1. The yield is 0.940. (3) No catalyst specified. The yield is 0.210. The product is [F:19][C:13]1[CH:14]=[CH:15][C:16]([F:18])=[CH:17][C:12]=1[C:7]1[C:6]([CH2:4][OH:3])=[C:10]([CH3:11])[O:9][N:8]=1. The reactants are C([O:3][C:4]([C:6]1[C:7]([C:12]2[CH:17]=[C:16]([F:18])[CH:15]=[CH:14][C:13]=2[F:19])=[N:8][O:9][C:10]=1[CH3:11])=O)C.C(OC(C1C(C2C=CC=CC=2F)=NOC=1C)=O)C. (4) The reactants are ClC1C=CC=CC=1NC(=O)NC1C=CC(C2C=C3C(CN([C@@H](C(C)C)C(O)=O)C3=O)=CC=2)=NC=1.[F:35][C:36]1[CH:37]=[C:38]([NH:43][C:44](=[O:70])[NH:45][C:46]2[CH:47]=[CH:48][C:49]([C:52]3[CH:60]=[C:59]4[C:55]([CH2:56][N:57]([C@@H:62]([CH:67]([CH3:69])[CH3:68])[C:63]([O:65]C)=[O:64])[C:58]4=[O:61])=[CH:54][CH:53]=3)=[N:50][CH:51]=2)[CH:39]=[CH:40][C:41]=1[F:42]. No catalyst specified. The yield is 0.860. The product is [F:35][C:36]1[CH:37]=[C:38]([NH:43][C:44](=[O:70])[NH:45][C:46]2[CH:47]=[CH:48][C:49]([C:52]3[CH:60]=[C:59]4[C:55]([CH2:56][N:57]([C@@H:62]([CH:67]([CH3:68])[CH3:69])[C:63]([OH:65])=[O:64])[C:58]4=[O:61])=[CH:54][CH:53]=3)=[N:50][CH:51]=2)[CH:39]=[CH:40][C:41]=1[F:42]. (5) The reactants are Cl[C:2]1[N:7]=[C:6]([C:8]2[CH:13]=[C:12]([Cl:14])[CH:11]=[CH:10][C:9]=2[CH3:15])[N:5]=[C:4]([NH:16][C:17]2[CH:22]=[CH:21][C:20]([CH2:23][N:24]([CH3:26])[CH3:25])=[CH:19][CH:18]=2)[N:3]=1.[NH3:27]. The catalyst is O1CCCC1. The product is [Cl:14][C:12]1[CH:11]=[CH:10][C:9]([CH3:15])=[C:8]([C:6]2[N:5]=[C:4]([NH:16][C:17]3[CH:22]=[CH:21][C:20]([CH2:23][N:24]([CH3:26])[CH3:25])=[CH:19][CH:18]=3)[N:3]=[C:2]([NH2:27])[N:7]=2)[CH:13]=1. The yield is 0.490. (6) The product is [C:9]([C:5]1[CH:4]=[C:3]([F:12])[C:2]([NH:1][S:21]([CH3:20])(=[O:23])=[O:22])=[C:7]([F:8])[CH:6]=1)(=[O:11])[CH3:10]. The yield is 0.540. The catalyst is C(Cl)Cl.CCOC(C)=O.Cl.C1COCC1.CO. The reactants are [NH2:1][C:2]1[C:7]([F:8])=[CH:6][C:5]([C:9](=[O:11])[CH3:10])=[CH:4][C:3]=1[F:12].CCN(CC)CC.[CH3:20][S:21](Cl)(=[O:23])=[O:22].[OH-].[Na+].